This data is from NCI-60 drug combinations with 297,098 pairs across 59 cell lines. The task is: Regression. Given two drug SMILES strings and cell line genomic features, predict the synergy score measuring deviation from expected non-interaction effect. (1) Drug 1: CC1=CC=C(C=C1)C2=CC(=NN2C3=CC=C(C=C3)S(=O)(=O)N)C(F)(F)F. Drug 2: C1CCC(C(C1)N)N.C(=O)(C(=O)[O-])[O-].[Pt+4]. Cell line: A498. Synergy scores: CSS=23.1, Synergy_ZIP=-10.7, Synergy_Bliss=-3.21, Synergy_Loewe=-13.5, Synergy_HSA=-2.26. (2) Drug 1: C1=CC=C(C=C1)NC(=O)CCCCCCC(=O)NO. Drug 2: C1CN1C2=NC(=NC(=N2)N3CC3)N4CC4. Cell line: SF-268. Synergy scores: CSS=40.7, Synergy_ZIP=-1.03, Synergy_Bliss=3.69, Synergy_Loewe=6.14, Synergy_HSA=7.29. (3) Drug 1: CC1C(C(CC(O1)OC2CC(CC3=C2C(=C4C(=C3O)C(=O)C5=C(C4=O)C(=CC=C5)OC)O)(C(=O)CO)O)N)O.Cl. Drug 2: C1=NC2=C(N1)C(=S)N=CN2. Cell line: SF-539. Synergy scores: CSS=31.3, Synergy_ZIP=-7.10, Synergy_Bliss=-3.87, Synergy_Loewe=-6.32, Synergy_HSA=-0.0791. (4) Drug 1: C1=CN(C(=O)N=C1N)C2C(C(C(O2)CO)O)O.Cl. Drug 2: CC1CCC2CC(C(=CC=CC=CC(CC(C(=O)C(C(C(=CC(C(=O)CC(OC(=O)C3CCCCN3C(=O)C(=O)C1(O2)O)C(C)CC4CCC(C(C4)OC)O)C)C)O)OC)C)C)C)OC. Cell line: HT29. Synergy scores: CSS=16.4, Synergy_ZIP=-5.85, Synergy_Bliss=-2.91, Synergy_Loewe=-54.1, Synergy_HSA=-1.62. (5) Drug 1: C1CN1P(=S)(N2CC2)N3CC3. Drug 2: CC1=C(C(=O)C2=C(C1=O)N3CC4C(C3(C2COC(=O)N)OC)N4)N. Cell line: K-562. Synergy scores: CSS=32.7, Synergy_ZIP=2.24, Synergy_Bliss=5.20, Synergy_Loewe=-11.7, Synergy_HSA=3.90. (6) Synergy scores: CSS=62.2, Synergy_ZIP=4.85, Synergy_Bliss=4.71, Synergy_Loewe=-12.3, Synergy_HSA=-3.39. Drug 2: C1C(C(OC1N2C=NC3=C(N=C(N=C32)Cl)N)CO)O. Cell line: HL-60(TB). Drug 1: C1C(C(OC1N2C=C(C(=O)NC2=O)F)CO)O. (7) Drug 1: C1=CN(C(=O)N=C1N)C2C(C(C(O2)CO)O)O.Cl. Cell line: EKVX. Drug 2: C1=NC2=C(N=C(N=C2N1C3C(C(C(O3)CO)O)F)Cl)N. Synergy scores: CSS=7.00, Synergy_ZIP=-2.82, Synergy_Bliss=-2.87, Synergy_Loewe=-1.24, Synergy_HSA=-1.39. (8) Drug 1: CC1=CC=C(C=C1)C2=CC(=NN2C3=CC=C(C=C3)S(=O)(=O)N)C(F)(F)F. Drug 2: CC1=C(C(CCC1)(C)C)C=CC(=CC=CC(=CC(=O)O)C)C. Cell line: CCRF-CEM. Synergy scores: CSS=12.4, Synergy_ZIP=0.825, Synergy_Bliss=2.33, Synergy_Loewe=9.77, Synergy_HSA=6.38. (9) Drug 1: C1=CC=C(C=C1)NC(=O)CCCCCCC(=O)NO. Drug 2: C1=NNC2=C1C(=O)NC=N2. Cell line: SK-MEL-2. Synergy scores: CSS=25.9, Synergy_ZIP=3.08, Synergy_Bliss=-6.74, Synergy_Loewe=-39.3, Synergy_HSA=-6.93. (10) Drug 1: C1CCN(CC1)CCOC2=CC=C(C=C2)C(=O)C3=C(SC4=C3C=CC(=C4)O)C5=CC=C(C=C5)O. Drug 2: CC1=C2C(C(=O)C3(C(CC4C(C3C(C(C2(C)C)(CC1OC(=O)C(C(C5=CC=CC=C5)NC(=O)C6=CC=CC=C6)O)O)OC(=O)C7=CC=CC=C7)(CO4)OC(=O)C)O)C)OC(=O)C. Cell line: EKVX. Synergy scores: CSS=41.0, Synergy_ZIP=-2.84, Synergy_Bliss=-0.592, Synergy_Loewe=-23.1, Synergy_HSA=0.0673.